Dataset: Reaction yield outcomes from USPTO patents with 853,638 reactions. Task: Predict the reaction yield, written as a fraction of the theoretical maximum amount of product (1.0 means a 100% yield; for example, 0.34 means a 34% yield). (1) The reactants are C([N:8](CC1C=CC=CC=1)[CH2:9][CH:10]([OH:21])[CH2:11][O:12][C:13]1[CH:18]=[CH:17][C:16]([O:19][CH3:20])=[CH:15][CH:14]=1)C1C=CC=CC=1.ClCCl.C(=O)(O)[O-].[Na+].Cl[C:38]([O:40][CH2:41][C:42]1[CH:47]=[CH:46][CH:45]=[CH:44][CH:43]=1)=[O:39]. The catalyst is [Pd].CO.O. The product is [OH:21][CH:10]([CH2:11][O:12][C:13]1[CH:18]=[CH:17][C:16]([O:19][CH3:20])=[CH:15][CH:14]=1)[CH2:9][NH:8][C:38]([O:40][CH2:41][C:42]1[CH:47]=[CH:46][CH:45]=[CH:44][CH:43]=1)=[O:39]. The yield is 0.808. (2) The reactants are [CH2:1]([C@@H:5]1[NH:10][CH2:9][C@H:8]([CH2:11][CH:12]([CH3:14])[CH3:13])[NH:7][C:6]1=[O:15])[CH:2]([CH3:4])[CH3:3].[CH3:16][N:17]([CH3:29])[C:18]1[CH:23]=[CH:22][C:21](/[CH:24]=[CH:25]/[C:26](O)=[O:27])=[CH:20][CH:19]=1.C([C@@H]1N(C([C@@H]2C[C@H]2C2C=CC=CC=2)=O)C[C@H](CC(C)C)NC1=O)C(C)C. No catalyst specified. The product is [CH3:29][N:17]([CH3:16])[C:18]1[CH:23]=[CH:22][C:21](/[CH:24]=[CH:25]/[C:26]([N:10]2[CH2:9][C@H:8]([CH2:11][CH:12]([CH3:14])[CH3:13])[NH:7][C:6](=[O:15])[C@@H:5]2[CH2:1][CH:2]([CH3:4])[CH3:3])=[O:27])=[CH:20][CH:19]=1. The yield is 0.960. (3) The reactants are Br[CH2:2][CH2:3][C:4]1[CH:9]=[C:8]([O:10][CH3:11])[CH:7]=[CH:6][C:5]=1[I:12].[NH2:13][CH:14]1[CH2:19][CH2:18][N:17]([C:20]([O:22][C:23]([CH3:26])([CH3:25])[CH3:24])=[O:21])[CH2:16][CH2:15]1.C(N(CC)CC)C. The catalyst is CS(C)=O. The product is [I:12][C:5]1[CH:6]=[CH:7][C:8]([O:10][CH3:11])=[CH:9][C:4]=1[CH2:3][CH2:2][NH:13][CH:14]1[CH2:15][CH2:16][N:17]([C:20]([O:22][C:23]([CH3:26])([CH3:25])[CH3:24])=[O:21])[CH2:18][CH2:19]1. The yield is 0.340. (4) The reactants are [NH2:1][C:2]1[CH:10]=[CH:9][CH:8]=[C:7]2[C:3]=1[C:4](=[O:20])[N:5]([CH:12]1[CH2:17][CH2:16][C:15](=[O:18])[NH:14][C:13]1=[O:19])[C:6]2=[O:11].[CH3:21][O:22][CH2:23][C:24](Cl)=[O:25]. The catalyst is C1COCC1. The product is [O:19]=[C:13]1[CH:12]([N:5]2[C:4](=[O:20])[C:3]3[C:7](=[CH:8][CH:9]=[CH:10][C:2]=3[NH:1][C:24](=[O:25])[CH2:23][O:22][CH3:21])[C:6]2=[O:11])[CH2:17][CH2:16][C:15](=[O:18])[NH:14]1. The yield is 1.00.